Dataset: Retrosynthesis with 50K atom-mapped reactions and 10 reaction types from USPTO. Task: Predict the reactants needed to synthesize the given product. Given the product Cc1csc2c(NN=Cc3cccnc3)ncnc12, predict the reactants needed to synthesize it. The reactants are: Cc1csc2c(NN)ncnc12.O=Cc1cccnc1.